This data is from CYP3A4 inhibition data for predicting drug metabolism from PubChem BioAssay. The task is: Regression/Classification. Given a drug SMILES string, predict its absorption, distribution, metabolism, or excretion properties. Task type varies by dataset: regression for continuous measurements (e.g., permeability, clearance, half-life) or binary classification for categorical outcomes (e.g., BBB penetration, CYP inhibition). Dataset: cyp3a4_veith. (1) The drug is CCNc1ncc2nc(-c3ccc(Cl)cc3)c(=O)n(C)c2n1. The result is 0 (non-inhibitor). (2) The drug is NC(=O)c1csc(-c2ccc(CO)o2)n1. The result is 0 (non-inhibitor). (3) The compound is c1ccc(CN2CCC3(CCNCC3)CC2)cc1. The result is 0 (non-inhibitor). (4) The compound is O=C(O)[C@H]1CCCC[C@@H]1C(=O)Nc1nc2ccccc2[nH]1. The result is 0 (non-inhibitor). (5) The drug is CN1CCN(c2ncc3nc(-c4ccccc4)c(=O)n(Cc4ccc(F)cc4)c3n2)CC1. The result is 0 (non-inhibitor). (6) The compound is O=C(N/N=C/c1c[nH]c2ccccc12)c1cc(-c2ccc(-c3ccccc3)cc2)n[nH]1. The result is 0 (non-inhibitor). (7) The compound is COc1ccc(/C(O)=C2/C(=O)C(=O)N(CC3CCCO3)C2c2cccc(O)c2)cc1. The result is 0 (non-inhibitor). (8) The drug is CCCCCCCC/C=C\CCCCCCCC(=O)NCCc1ccc(O)c(O)c1. The result is 1 (inhibitor).